This data is from Catalyst prediction with 721,799 reactions and 888 catalyst types from USPTO. The task is: Predict which catalyst facilitates the given reaction. (1) Reactant: C(N(CC)C(C)C)(C)C.[Cl:10][C:11]1[CH:33]=[CH:32][C:14]([CH2:15][NH:16][C:17]([C:19]2[C:20](=[O:31])[C:21]3[CH:28]=[C:27]([CH2:29]Cl)[O:26][C:22]=3[N:23]([CH3:25])[CH:24]=2)=[O:18])=[CH:13][CH:12]=1.[O:34]1[CH:38]=[CH:37][C:36]([CH:39]([OH:43])[CH2:40][NH:41][CH3:42])=[CH:35]1.O. Product: [Cl:10][C:11]1[CH:33]=[CH:32][C:14]([CH2:15][NH:16][C:17]([C:19]2[C:20](=[O:31])[C:21]3[CH:28]=[C:27]([CH2:29][N:41]([CH2:40][CH:39]([C:36]4[CH:37]=[CH:38][O:34][CH:35]=4)[OH:43])[CH3:42])[O:26][C:22]=3[N:23]([CH3:25])[CH:24]=2)=[O:18])=[CH:13][CH:12]=1. The catalyst class is: 3. (2) Reactant: [C:1]1([CH:7]([C:35]2[CH:40]=[CH:39][CH:38]=[CH:37][CH:36]=2)[CH2:8][NH:9][C:10]2[N:18]=[C:17]([C:19]([O:21]C)=O)[N:16]=[C:15]3[C:11]=2[N:12]=[CH:13][N:14]3[C@H:23]2[C@H:27]([OH:28])[C@H:26]([OH:29])[C@@H:25]([C:30]([NH:32][CH2:33][CH3:34])=[O:31])[O:24]2)[CH:6]=[CH:5][CH:4]=[CH:3][CH:2]=1.[CH2:41]([NH2:44])[CH2:42][NH2:43]. Product: [NH2:43][CH2:42][CH2:41][NH:44][C:19]([C:17]1[N:16]=[C:15]2[C:11]([N:12]=[CH:13][N:14]2[C@H:23]2[C@H:27]([OH:28])[C@H:26]([OH:29])[C@@H:25]([C:30]([NH:32][CH2:33][CH3:34])=[O:31])[O:24]2)=[C:10]([NH:9][CH2:8][CH:7]([C:35]2[CH:36]=[CH:37][CH:38]=[CH:39][CH:40]=2)[C:1]2[CH:6]=[CH:5][CH:4]=[CH:3][CH:2]=2)[N:18]=1)=[O:21]. The catalyst class is: 4. (3) Product: [C:8]1([C:25]2[CH:26]=[CH:27][CH:28]=[CH:29][CH:30]=2)[CH:13]=[CH:12][C:11]([S:14]([N:17]2[CH2:21][CH2:20][S:19][CH:18]2[C:22]([NH:39][C@H:40]([C:44]2[CH:49]=[CH:48][CH:47]=[CH:46][CH:45]=2)[CH2:41][CH2:42][OH:43])=[O:24])(=[O:15])=[O:16])=[CH:10][CH:9]=1. Reactant: CN1CCOCC1.[C:8]1([C:25]2[CH:30]=[CH:29][CH:28]=[CH:27][CH:26]=2)[CH:13]=[CH:12][C:11]([S:14]([N:17]2[CH2:21][CH2:20][S:19][CH:18]2[C:22]([OH:24])=O)(=[O:16])=[O:15])=[CH:10][CH:9]=1.ClC(OCC(C)C)=O.[NH2:39][C@H:40]([C:44]1[CH:49]=[CH:48][CH:47]=[CH:46][CH:45]=1)[CH2:41][CH2:42][OH:43]. The catalyst class is: 1.